From a dataset of Catalyst prediction with 721,799 reactions and 888 catalyst types from USPTO. Predict which catalyst facilitates the given reaction. (1) Reactant: Cl.C([NH:9][CH2:10][C:11]([NH:13][CH:14]([C:21]1[CH:26]=[CH:25][CH:24]=[CH:23][CH:22]=1)[CH2:15][C:16]([O:18][CH2:19][CH3:20])=[O:17])=[O:12])(OC(C)(C)C)=O. Product: [NH2:9][CH2:10][C:11]([NH:13][CH:14]([C:21]1[CH:22]=[CH:23][CH:24]=[CH:25][CH:26]=1)[CH2:15][C:16]([O:18][CH2:19][CH3:20])=[O:17])=[O:12]. The catalyst class is: 12. (2) Reactant: [CH:1]1([NH:5][S:6]([C:9]2[CH:10]=[C:11]3[C:16](=[CH:17][CH:18]=2)[NH:15][CH:14]([C:19]2[CH:24]=[C:23]([F:25])[CH:22]=[C:21](Br)[CH:20]=2)[CH2:13][C:12]3([CH3:28])[CH3:27])(=[O:8])=[O:7])[CH2:4][CH2:3][CH2:2]1.Cl.CN(C)CC(O)=O.[NH:37]1[CH2:42][CH2:41][O:40][CH2:39][CH2:38]1.C(=O)([O-])[O-].[K+].[K+]. Product: [CH:1]1([NH:5][S:6]([C:9]2[CH:10]=[C:11]3[C:16](=[CH:17][CH:18]=2)[NH:15][CH:14]([C:19]2[CH:20]=[C:21]([N:37]4[CH2:42][CH2:41][O:40][CH2:39][CH2:38]4)[CH:22]=[C:23]([F:25])[CH:24]=2)[CH2:13][C:12]3([CH3:28])[CH3:27])(=[O:8])=[O:7])[CH2:4][CH2:3][CH2:2]1. The catalyst class is: 156.